The task is: Predict the product of the given reaction.. This data is from Forward reaction prediction with 1.9M reactions from USPTO patents (1976-2016). Given the reactants [C:1]([C:5]1[N:10]=[C:9]([N:11]2[CH2:16][CH2:15][N:14]([CH2:17][CH2:18][CH2:19][CH2:20][NH2:21])[CH2:13][CH2:12]2)[CH:8]=[C:7]([C:22]([CH3:25])([CH3:24])[CH3:23])[N:6]=1)([CH3:4])([CH3:3])[CH3:2].C1N=CN([C:31](N2C=NC=C2)=[O:32])C=1.[C:38]1([S:44]([N:47]2[CH2:52][CH2:51][NH:50][CH2:49][CH2:48]2)(=[O:46])=[O:45])[CH:43]=[CH:42][CH:41]=[CH:40][CH:39]=1, predict the reaction product. The product is: [C:1]([C:5]1[N:10]=[C:9]([N:11]2[CH2:12][CH2:13][N:14]([CH2:17][CH2:18][CH2:19][CH2:20][NH:21][C:31]([N:50]3[CH2:51][CH2:52][N:47]([S:44]([C:38]4[CH:43]=[CH:42][CH:41]=[CH:40][CH:39]=4)(=[O:46])=[O:45])[CH2:48][CH2:49]3)=[O:32])[CH2:15][CH2:16]2)[CH:8]=[C:7]([C:22]([CH3:25])([CH3:24])[CH3:23])[N:6]=1)([CH3:4])([CH3:3])[CH3:2].